The task is: Regression. Given two drug SMILES strings and cell line genomic features, predict the synergy score measuring deviation from expected non-interaction effect.. This data is from NCI-60 drug combinations with 297,098 pairs across 59 cell lines. (1) Drug 1: CC1=CC2C(CCC3(C2CCC3(C(=O)C)OC(=O)C)C)C4(C1=CC(=O)CC4)C. Drug 2: CCC(=C(C1=CC=CC=C1)C2=CC=C(C=C2)OCCN(C)C)C3=CC=CC=C3.C(C(=O)O)C(CC(=O)O)(C(=O)O)O. Cell line: U251. Synergy scores: CSS=-0.0980, Synergy_ZIP=-0.749, Synergy_Bliss=-2.23, Synergy_Loewe=-2.60, Synergy_HSA=-2.45. (2) Drug 1: CCCCCOC(=O)NC1=NC(=O)N(C=C1F)C2C(C(C(O2)C)O)O. Drug 2: COC1=C2C(=CC3=C1OC=C3)C=CC(=O)O2. Cell line: A498. Synergy scores: CSS=-2.02, Synergy_ZIP=-0.591, Synergy_Bliss=-1.89, Synergy_Loewe=-7.13, Synergy_HSA=-6.64. (3) Drug 1: C1CN(CCN1C(=O)CCBr)C(=O)CCBr. Drug 2: C1C(C(OC1N2C=NC3=C2NC=NCC3O)CO)O. Cell line: CAKI-1. Synergy scores: CSS=17.3, Synergy_ZIP=-0.326, Synergy_Bliss=2.28, Synergy_Loewe=-0.308, Synergy_HSA=-0.122. (4) Drug 1: CCC1=CC2CC(C3=C(CN(C2)C1)C4=CC=CC=C4N3)(C5=C(C=C6C(=C5)C78CCN9C7C(C=CC9)(C(C(C8N6C)(C(=O)OC)O)OC(=O)C)CC)OC)C(=O)OC.C(C(C(=O)O)O)(C(=O)O)O. Drug 2: CN1C(=O)N2C=NC(=C2N=N1)C(=O)N. Cell line: NCI-H226. Synergy scores: CSS=39.9, Synergy_ZIP=2.26, Synergy_Bliss=4.86, Synergy_Loewe=-25.5, Synergy_HSA=3.78. (5) Drug 1: CCC(=C(C1=CC=CC=C1)C2=CC=C(C=C2)OCCN(C)C)C3=CC=CC=C3.C(C(=O)O)C(CC(=O)O)(C(=O)O)O. Drug 2: B(C(CC(C)C)NC(=O)C(CC1=CC=CC=C1)NC(=O)C2=NC=CN=C2)(O)O. Cell line: BT-549. Synergy scores: CSS=69.9, Synergy_ZIP=9.28, Synergy_Bliss=7.74, Synergy_Loewe=-15.0, Synergy_HSA=7.88. (6) Drug 1: CC(C1=C(C=CC(=C1Cl)F)Cl)OC2=C(N=CC(=C2)C3=CN(N=C3)C4CCNCC4)N. Drug 2: CCN(CC)CCNC(=O)C1=C(NC(=C1C)C=C2C3=C(C=CC(=C3)F)NC2=O)C. Cell line: HS 578T. Synergy scores: CSS=-0.480, Synergy_ZIP=3.47, Synergy_Bliss=8.02, Synergy_Loewe=0.923, Synergy_HSA=1.83. (7) Drug 1: CC1=C(C=C(C=C1)NC2=NC=CC(=N2)N(C)C3=CC4=NN(C(=C4C=C3)C)C)S(=O)(=O)N.Cl. Drug 2: B(C(CC(C)C)NC(=O)C(CC1=CC=CC=C1)NC(=O)C2=NC=CN=C2)(O)O. Cell line: SF-295. Synergy scores: CSS=0.733, Synergy_ZIP=-3.92, Synergy_Bliss=-5.57, Synergy_Loewe=-3.32, Synergy_HSA=-3.33.